This data is from Forward reaction prediction with 1.9M reactions from USPTO patents (1976-2016). The task is: Predict the product of the given reaction. (1) Given the reactants C(O[C:4](=[O:22])[CH2:5][C:6]1[CH:11]=[CH:10][C:9]([O:12][CH2:13][CH2:14][CH2:15][N:16]2[CH2:21][CH2:20][O:19][CH2:18][CH2:17]2)=[CH:8][CH:7]=1)C.[C:23](#[N:25])[CH3:24].C([Li])CCC, predict the reaction product. The product is: [N:16]1([CH2:15][CH2:14][CH2:13][O:12][C:9]2[CH:8]=[CH:7][C:6]([CH2:5][C:4](=[O:22])[CH2:24][C:23]#[N:25])=[CH:11][CH:10]=2)[CH2:17][CH2:18][O:19][CH2:20][CH2:21]1. (2) Given the reactants [CH:1]1([C:6]2[C:14]3[C:9](=[CH:10][CH:11]=[CH:12][CH:13]=3)[N:8]([S:15]([C:18]3[CH:34]=[CH:33][C:21]([C:22]([NH:24][CH2:25][C:26]4[CH:31]=[CH:30][C:29]([F:32])=[CH:28][CH:27]=4)=[O:23])=[CH:20][CH:19]=3)(=[O:17])=[O:16])[CH:7]=2)[CH2:5][CH2:4][CH2:3][CH2:2]1.[BH3-]C#N.[Na+].CCOC(C)=O, predict the reaction product. The product is: [CH:1]1([CH:6]2[C:14]3[C:9](=[CH:10][CH:11]=[CH:12][CH:13]=3)[N:8]([S:15]([C:18]3[CH:19]=[CH:20][C:21]([C:22]([NH:24][CH2:25][C:26]4[CH:31]=[CH:30][C:29]([F:32])=[CH:28][CH:27]=4)=[O:23])=[CH:33][CH:34]=3)(=[O:16])=[O:17])[CH2:7]2)[CH2:5][CH2:4][CH2:3][CH2:2]1. (3) Given the reactants [C:1]([OH:7])(=[O:6])[CH2:2][C:3]([OH:5])=[O:4].[CH:8]1[CH:9]=[C:10]2[C:17](=[O:18])[N:16]([CH:19]3[C:25](=[O:26])[NH:24][C:22](=[O:23])[CH2:21][CH2:20]3)[CH2:15][C:11]2=[C:12]([NH2:14])[CH:13]=1, predict the reaction product. The product is: [CH:8]1[CH:9]=[C:10]2[C:17](=[O:18])[N:16]([CH:19]3[C:25](=[O:26])[NH:24][C:22](=[O:23])[CH2:21][CH2:20]3)[CH2:15][C:11]2=[C:12]([NH2:14])[CH:13]=1.[C:1]([OH:7])(=[O:6])[CH2:2][C:3]([OH:5])=[O:4].